Dataset: Reaction yield outcomes from USPTO patents with 853,638 reactions. Task: Predict the reaction yield, written as a fraction of the theoretical maximum amount of product (1.0 means a 100% yield; for example, 0.34 means a 34% yield). The reactants are Cl.[N:2]1[C:11]2[C:6](=[CH:7][CH:8]=[CH:9][CH:10]=2)[C:5](O)=[CH:4][N:3]=1.Cl.Cl[CH2:15][C:16]1[CH:17]=[N:18][CH:19]=[CH:20][CH:21]=1.[H-].[Na+].[CH3:24][CH2:25][CH2:26][CH2:24][CH2:25][CH2:26]C.CC[O:33]C(C)=[O:33].C[N:38]([CH:40]=[O:41])C. No catalyst specified. The product is [CH2:26]([O:33][N:38]1[CH:5]2[CH2:4][N:3]([N:2]([CH2:15][C:16]3[CH:17]=[N:18][CH:19]=[CH:20][CH:21]=3)[C:11]3[CH:10]=[CH:9][CH:8]=[CH:7][C:6]=32)[C:40]1=[O:41])[CH:25]=[CH2:24]. The yield is 0.280.